From a dataset of Forward reaction prediction with 1.9M reactions from USPTO patents (1976-2016). Predict the product of the given reaction. (1) Given the reactants [F:1][C:2]1[CH:7]=[CH:6][C:5]([C:8]2[N:12]=[C:11]([S:13][CH3:14])[N:10]([CH3:15])[C:9]=2[C:16]2[CH:21]=[CH:20][N:19]=[C:18]([NH:22][CH:23]3[CH2:28][C:27]([CH3:30])([CH3:29])[NH:26][C:25]([CH3:32])([CH3:31])[CH2:24]3)[CH:17]=2)=[CH:4][CH:3]=1.[OH:33]O.N, predict the reaction product. The product is: [F:1][C:2]1[CH:3]=[CH:4][C:5]([C:8]2[N:12]=[C:11]([S:13]([CH3:14])=[O:33])[N:10]([CH3:15])[C:9]=2[C:16]2[CH:21]=[CH:20][N:19]=[C:18]([NH:22][CH:23]3[CH2:28][C:27]([CH3:30])([CH3:29])[NH:26][C:25]([CH3:32])([CH3:31])[CH2:24]3)[CH:17]=2)=[CH:6][CH:7]=1. (2) The product is: [ClH:23].[NH2:14][C:15]([CH3:22])([CH2:18][CH:19]([F:21])[F:20])[C:16]#[N:17]. Given the reactants C1(C(=[N:14][C:15]([CH3:22])([CH2:18][CH:19]([F:21])[F:20])[C:16]#[N:17])C2C=CC=CC=2)C=CC=CC=1.[ClH:23], predict the reaction product. (3) Given the reactants Cl.[Cl:2][C:3]1[CH:4]=[C:5]2[C:10](=[CH:11][CH:12]=1)[CH:9]=[C:8]([S:13]([N:16]1[CH2:21][CH2:20][N:19]([C:22]([C:24]3[S:25][C:26]4[CH2:27][NH:28][CH:29]([CH3:33])[CH2:30][C:31]=4[N:32]=3)=[O:23])[CH2:18][CH2:17]1)(=[O:15])=[O:14])[CH:7]=[CH:6]2.C[I:35].[C:36](=O)([O-])[O-].[K+].[K+], predict the reaction product. The product is: [I-:35].[Cl:2][C:3]1[CH:4]=[C:5]2[C:10](=[CH:11][CH:12]=1)[CH:9]=[C:8]([S:13]([N:16]1[CH2:17][CH2:18][N:19]([C:22]([C:24]3[S:25][C:26]4[CH2:27][NH:28][C:29]([CH3:36])([CH3:33])[CH2:30][C:31]=4[NH+:32]=3)=[O:23])[CH2:20][CH2:21]1)(=[O:14])=[O:15])[CH:7]=[CH:6]2. (4) Given the reactants Br[C:2]1[CH:7]=[CH:6][C:5]([N+:8]([O-:10])=[O:9])=[C:4]([O:11][CH:12]([CH3:14])[CH3:13])[CH:3]=1.[N:15]1[CH:20]=[CH:19][C:18](B(O)O)=[CH:17][CH:16]=1.C(=O)([O-])[O-].[Na+].[Na+], predict the reaction product. The product is: [N+:8]([C:5]1[CH:6]=[CH:7][C:2]([C:18]2[CH:19]=[CH:20][N:15]=[CH:16][CH:17]=2)=[CH:3][C:4]=1[O:11][CH:12]([CH3:14])[CH3:13])([O-:10])=[O:9]. (5) Given the reactants [Br:1][C:2]1[CH:3]=[C:4]([CH:12]([OH:14])[CH3:13])[CH:5]=[C:6]([C:8]([F:11])([F:10])[F:9])[CH:7]=1.ClC1C=C(C=C(C(F)(F)F)C=1)C=O, predict the reaction product. The product is: [Br:1][C:2]1[CH:3]=[C:4]([C:12](=[O:14])[CH3:13])[CH:5]=[C:6]([C:8]([F:10])([F:11])[F:9])[CH:7]=1. (6) Given the reactants [Br:1][C:2]1[CH:3]=[C:4]([CH:9]=[CH:10][C:11]=1[OH:12])[C:5]([O:7][CH3:8])=[O:6].[O:13]1[CH:18]=[CH:17][CH2:16][CH2:15][CH2:14]1.O.CC1C=CC(S(O)(=O)=O)=CC=1, predict the reaction product. The product is: [Br:1][C:2]1[CH:3]=[C:4]([CH:9]=[CH:10][C:11]=1[O:12][CH:14]1[CH2:15][CH2:16][CH2:17][CH2:18][O:13]1)[C:5]([O:7][CH3:8])=[O:6].